This data is from NCI-60 drug combinations with 297,098 pairs across 59 cell lines. The task is: Regression. Given two drug SMILES strings and cell line genomic features, predict the synergy score measuring deviation from expected non-interaction effect. (1) Drug 1: C1=NC2=C(N=C(N=C2N1C3C(C(C(O3)CO)O)O)F)N. Drug 2: N.N.Cl[Pt+2]Cl. Cell line: LOX IMVI. Synergy scores: CSS=46.7, Synergy_ZIP=5.48, Synergy_Bliss=4.44, Synergy_Loewe=4.21, Synergy_HSA=7.23. (2) Drug 1: C1CN1C2=NC(=NC(=N2)N3CC3)N4CC4. Drug 2: CCC1(CC2CC(C3=C(CCN(C2)C1)C4=CC=CC=C4N3)(C5=C(C=C6C(=C5)C78CCN9C7C(C=CC9)(C(C(C8N6C)(C(=O)OC)O)OC(=O)C)CC)OC)C(=O)OC)O.OS(=O)(=O)O. Cell line: ACHN. Synergy scores: CSS=60.4, Synergy_ZIP=-4.30, Synergy_Bliss=-1.89, Synergy_Loewe=0.934, Synergy_HSA=1.16.